Dataset: Catalyst prediction with 721,799 reactions and 888 catalyst types from USPTO. Task: Predict which catalyst facilitates the given reaction. (1) Reactant: F[C:2]1[N:7]=[C:6]([C:8]2[NH:17][C:16](=[O:18])[C:15]3[C:10](=[CH:11][C:12]([O:21][CH3:22])=[CH:13][C:14]=3[O:19][CH3:20])[N:9]=2)[CH:5]=[CH:4][CH:3]=1.C([O-])([O-])=O.[K+].[K+].[CH2:29]([N:33]1[CH2:38][CH2:37][NH:36][CH2:35][CH2:34]1)[CH:30]([CH3:32])[CH3:31].CC(N(C)C)=O. Product: [CH2:29]([N:33]1[CH2:38][CH2:37][N:36]([C:2]2[N:7]=[C:6]([C:8]3[NH:17][C:16](=[O:18])[C:15]4[C:10](=[CH:11][C:12]([O:21][CH3:22])=[CH:13][C:14]=4[O:19][CH3:20])[N:9]=3)[CH:5]=[CH:4][CH:3]=2)[CH2:35][CH2:34]1)[CH:30]([CH3:32])[CH3:31]. The catalyst class is: 42. (2) Reactant: [Cl:1][C:2]1[C:7]([C:8]([NH:10][C:11]2[CH:12]=[CH:13][C:14]([C:29]([F:35])([F:34])[C:30]([F:33])([F:32])[F:31])=[C:15]([CH:28]=2)[O:16][CH2:17][CH:18]([O:24]C(=O)C)[N:19]2[CH2:23][CH2:22][CH2:21][CH2:20]2)=[O:9])=[CH:6][CH:5]=[CH:4][N:3]=1.[NH4+].[OH-]. Product: [Cl:1][C:2]1[N:3]=[CH:4][CH:5]=[CH:6][C:7]=1[C:8]([NH:10][C:11]1[CH:12]=[CH:13][C:14]([C:29]([F:35])([F:34])[C:30]([F:32])([F:33])[F:31])=[C:15]([O:16][CH2:17][C@@H:18]([OH:24])[N:19]2[CH2:20][CH2:21][CH2:22][CH2:23]2)[CH:28]=1)=[O:9]. The catalyst class is: 5. (3) Reactant: [F:1][C:2]1([F:33])[O:6][C:5]2[CH:7]=[CH:8][C:9]([C:11]3([C:14]([NH:16][C@H:17]4[CH2:22][C@@H:21]([CH3:23])[O:20][C@@H:19]([C:24]5[CH:32]=[CH:31][C:27]([C:28]([OH:30])=[O:29])=[CH:26][CH:25]=5)[CH2:18]4)=[O:15])[CH2:13][CH2:12]3)=[CH:10][C:4]=2[O:3]1.C(=O)=O. Product: [F:33][C:2]1([F:1])[O:6][C:5]2[CH:7]=[CH:8][C:9]([C:11]3([C:14]([NH:16][C@@H:17]4[CH2:22][C@H:21]([CH3:23])[O:20][C@H:19]([C:24]5[CH:25]=[CH:26][C:27]([C:28]([OH:30])=[O:29])=[CH:31][CH:32]=5)[CH2:18]4)=[O:15])[CH2:12][CH2:13]3)=[CH:10][C:4]=2[O:3]1. The catalyst class is: 5. (4) Reactant: [CH:1]1([C:7]2[CH:14]=[CH:13][C:10]([CH2:11]O)=[CH:9][C:8]=2[C:15]([F:18])([F:17])[F:16])[CH2:6][CH2:5][CH2:4][CH2:3][CH2:2]1.S(Cl)([Cl:21])=O. Product: [CH:1]1([C:7]2[CH:14]=[CH:13][C:10]([CH2:11][Cl:21])=[CH:9][C:8]=2[C:15]([F:18])([F:17])[F:16])[CH2:6][CH2:5][CH2:4][CH2:3][CH2:2]1. The catalyst class is: 26. (5) The catalyst class is: 8. Reactant: [NH2:1][CH2:2][C:3]([CH3:6])([OH:5])[CH3:4].S=[C:8]1[CH2:12][S:11][C:10](=[O:13])[NH:9]1. Product: [OH:5][C:3]([CH3:6])([CH3:4])[CH2:2][NH:1][C:8]1[CH2:12][S:11][C:10](=[O:13])[N:9]=1. (6) Reactant: [CH:1]([C:4]1[O:8][C:7]([C:9]2[CH:18]=[CH:17][C:12]([C:13]([O:15]C)=[O:14])=[CH:11][N:10]=2)=[N:6][N:5]=1)([CH3:3])[CH3:2].[OH-].[Na+]. Product: [CH:1]([C:4]1[O:8][C:7]([C:9]2[CH:18]=[CH:17][C:12]([C:13]([OH:15])=[O:14])=[CH:11][N:10]=2)=[N:6][N:5]=1)([CH3:3])[CH3:2]. The catalyst class is: 5. (7) Reactant: [C:1]([N:8]1[CH2:13][CH2:12][CH2:11][CH:10]([CH2:14][NH:15][C:16]2[CH:17]=[N:18][CH:19]=[CH:20][CH:21]=2)[CH2:9]1)([O:3][C:4]([CH3:7])([CH3:6])[CH3:5])=[O:2].[O:22]1[CH:26]=[CH:25][CH:24]=[C:23]1[C:27](Cl)=[O:28]. Product: [C:1]([N:8]1[CH2:13][CH2:12][CH2:11][CH:10]([CH2:14][N:15]([C:16]2[CH:17]=[N:18][CH:19]=[CH:20][CH:21]=2)[C:27]([C:23]2[O:22][CH:26]=[CH:25][CH:24]=2)=[O:28])[CH2:9]1)([O:3][C:4]([CH3:6])([CH3:7])[CH3:5])=[O:2]. The catalyst class is: 2. (8) The catalyst class is: 95. Reactant: Br[CH2:2][C:3]1[C:4]([F:15])=[CH:5][CH:6]=[C:7]2[C:12]=1[N:11]=[C:10]([O:13][CH3:14])[CH:9]=[CH:8]2.C([O-])(O)=[O:17].[Na+]. Product: [F:15][C:4]1[C:3]([CH2:2][OH:17])=[C:12]2[C:7]([CH:8]=[CH:9][C:10]([O:13][CH3:14])=[N:11]2)=[CH:6][CH:5]=1. (9) Reactant: [NH:1]([C:67]([CH3:69])=[O:68])[C@H:2]([C:18]([NH:20][C@H:21]([C:26]([N:28]1[CH2:66][CH2:65][CH2:64][C@H:29]1[C:30]([NH:32][C@H:33]([C:45]([N:47]1[CH2:63][CH2:62][CH2:61][C@H:48]1[C:49]([NH:51][CH2:52][CH2:53][CH2:54][C:55]1[CH:60]=[CH:59][CH:58]=[CH:57][CH:56]=1)=[O:50])=[O:46])[CH2:34][CH2:35][CH2:36][NH:37][C:38]([O:40][C:41]([CH3:44])([CH3:43])[CH3:42])=[O:39])=[O:31])=[O:27])[CH2:22][CH:23]([CH3:25])[CH3:24])=[O:19])[CH2:3][C:4]1[CH:9]=[CH:8][C:7]([O:10]CC2C=CC=CC=2)=[CH:6][CH:5]=1.[H][H]. Product: [NH:1]([C:67]([CH3:69])=[O:68])[C@H:2]([C:18]([NH:20][C@H:21]([C:26]([N:28]1[CH2:66][CH2:65][CH2:64][C@H:29]1[C:30]([NH:32][C@H:33]([C:45]([N:47]1[CH2:63][CH2:62][CH2:61][C@H:48]1[C:49]([NH:51][CH2:52][CH2:53][CH2:54][C:55]1[CH:56]=[CH:57][CH:58]=[CH:59][CH:60]=1)=[O:50])=[O:46])[CH2:34][CH2:35][CH2:36][NH:37][C:38]([O:40][C:41]([CH3:43])([CH3:42])[CH3:44])=[O:39])=[O:31])=[O:27])[CH2:22][CH:23]([CH3:24])[CH3:25])=[O:19])[CH2:3][C:4]1[CH:5]=[CH:6][C:7]([OH:10])=[CH:8][CH:9]=1. The catalyst class is: 19. (10) Reactant: Br[C:2]1[CH:3]=[C:4]([C:14]([NH:16][CH2:17][C:18]2[C:19](=[O:26])[NH:20][C:21]([CH3:25])=[CH:22][C:23]=2[CH3:24])=[O:15])[C:5]2[CH:6]=[N:7][N:8]([CH:11]([CH3:13])[CH3:12])[C:9]=2[CH:10]=1.[CH3:27][C:28]1[CH:33]=[CH:32][CH:31]=[CH:30][C:29]=1B(O)O.C(=O)(O)[O-].[Na+].C(Cl)Cl.CO. Product: [CH3:24][C:23]1[CH:22]=[C:21]([CH3:25])[NH:20][C:19](=[O:26])[C:18]=1[CH2:17][NH:16][C:14]([C:4]1[C:5]2[CH:6]=[N:7][N:8]([CH:11]([CH3:13])[CH3:12])[C:9]=2[CH:10]=[C:2]([C:29]2[CH:30]=[CH:31][CH:32]=[CH:33][C:28]=2[CH3:27])[CH:3]=1)=[O:15]. The catalyst class is: 669.